This data is from Full USPTO retrosynthesis dataset with 1.9M reactions from patents (1976-2016). The task is: Predict the reactants needed to synthesize the given product. (1) Given the product [CH2:1]([O:3][C:4](=[O:26])[CH2:5][C:6]1[CH:7]=[C:8]([C:14]2[CH:19]=[CH:18][C:17]([C:20]([F:23])([F:22])[F:21])=[CH:16][C:15]=2[CH2:24][S:33][C:27]2[CH:32]=[CH:31][CH:30]=[CH:29][CH:28]=2)[C:9]([O:12][CH3:13])=[CH:10][CH:11]=1)[CH3:2], predict the reactants needed to synthesize it. The reactants are: [CH2:1]([O:3][C:4](=[O:26])[CH2:5][C:6]1[CH:7]=[C:8]([C:14]2[CH:19]=[CH:18][C:17]([C:20]([F:23])([F:22])[F:21])=[CH:16][C:15]=2[CH2:24]Br)[C:9]([O:12][CH3:13])=[CH:10][CH:11]=1)[CH3:2].[C:27]1([SH:33])[CH:32]=[CH:31][CH:30]=[CH:29][CH:28]=1.[H-].[Na+]. (2) Given the product [C:1]([Si:5]([CH3:27])([CH3:26])[O:6][CH2:7][CH2:8][O:9][C:10]1[CH:11]=[CH:12][C:13]([O:14][C:15]2[CH:22]=[CH:21][C:20]([I:23])=[CH:19][C:16]=2[CH:52]=[N:49][C:47]([O:56][Si:29]([CH3:31])([CH3:30])[CH3:28])=[CH2:48])=[CH:24][CH:25]=1)([CH3:4])([CH3:2])[CH3:3], predict the reactants needed to synthesize it. The reactants are: [C:1]([Si:5]([CH3:27])([CH3:26])[O:6][CH2:7][CH2:8][O:9][C:10]1[CH:25]=[CH:24][C:13]([O:14][C:15]2[CH:22]=[CH:21][C:20]([I:23])=[CH:19][C:16]=2C=O)=[CH:12][CH:11]=1)([CH3:4])([CH3:3])[CH3:2].[CH3:28][Si:29](N[Si:29]([CH3:31])([CH3:30])[CH3:28])([CH3:31])[CH3:30].C([Li])CCC.C[Si](Cl)(C)C.[CH2:47]([N:49]([CH2:52]C)CC)[CH3:48].C(Cl)(=[O:56])C.